This data is from Forward reaction prediction with 1.9M reactions from USPTO patents (1976-2016). The task is: Predict the product of the given reaction. (1) Given the reactants [Cl:1][C:2]1[CH:3]=[C:4]([N:9]2[C:13](=[O:14])[CH2:12][C:11]([CH:15]([CH3:17])[CH3:16])=[N:10]2)[CH:5]=[C:6]([Cl:8])[CH:7]=1.[OH:18][C:19]1[C:26]([OH:27])=[CH:25][CH:24]=[CH:23][C:20]=1[CH:21]=O.C([O-])(=O)C.[NH4+], predict the reaction product. The product is: [OH:18][C:19]1[C:26]([OH:27])=[CH:25][CH:24]=[CH:23][C:20]=1[CH:21]=[C:12]1[C:13](=[O:14])[N:9]([C:4]2[CH:5]=[C:6]([Cl:8])[CH:7]=[C:2]([Cl:1])[CH:3]=2)[N:10]=[C:11]1[CH:15]([CH3:17])[CH3:16]. (2) Given the reactants C(OC([N:8]1[C@H:17](/[CH:18]=[CH:19]/[C:20]2[CH:25]=[CH:24][C:23]([N:26]3[CH2:30][C:29](=[O:31])[N:28]([CH2:32][CH2:33][Si:34]([CH3:37])([CH3:36])[CH3:35])[S:27]3(=[O:39])=[O:38])=[C:22]([O:40][CH2:41][C:42]3[CH:47]=[CH:46][CH:45]=[CH:44][CH:43]=3)[CH:21]=2)[CH2:16][C:15]2[C:10](=[CH:11][CH:12]=[CH:13][CH:14]=2)[CH2:9]1)=O)(C)(C)C.C(O)(C(F)(F)F)=O, predict the reaction product. The product is: [CH2:41]([O:40][C:22]1[CH:21]=[C:20](/[CH:19]=[CH:18]/[C@@H:17]2[CH2:16][C:15]3[C:10](=[CH:11][CH:12]=[CH:13][CH:14]=3)[CH2:9][NH:8]2)[CH:25]=[CH:24][C:23]=1[N:26]1[S:27](=[O:38])(=[O:39])[N:28]([CH2:32][CH2:33][Si:34]([CH3:35])([CH3:37])[CH3:36])[C:29](=[O:31])[CH2:30]1)[C:42]1[CH:43]=[CH:44][CH:45]=[CH:46][CH:47]=1. (3) The product is: [Cl:27][C:24]1[CH:25]=[CH:26][C:21]([S:20][C:4]2[C:3]3[C:2]([C:31]4[CH:32]=[CH:33][CH:34]=[CH:35][C:30]=4[O:29][CH3:28])=[CH:10][C:9]([F:11])=[CH:8][C:7]=3[N:6]3[CH2:12][CH2:13][CH:14]([CH2:15][C:16]([OH:18])=[O:17])[C:5]=23)=[CH:22][CH:23]=1. Given the reactants Br[C:2]1[C:3]2[C:4]([S:20][C:21]3[CH:26]=[CH:25][C:24]([Cl:27])=[CH:23][CH:22]=3)=[C:5]3[CH:14]([CH2:15][C:16]([O:18]C)=[O:17])[CH2:13][CH2:12][N:6]3[C:7]=2[CH:8]=[C:9]([F:11])[CH:10]=1.[CH3:28][O:29][C:30]1[CH:35]=[CH:34][CH:33]=[CH:32][C:31]=1B(O)O, predict the reaction product.